Predict which catalyst facilitates the given reaction. From a dataset of Catalyst prediction with 721,799 reactions and 888 catalyst types from USPTO. (1) Reactant: [CH3:1]/[C:2](=[CH:8]\[CH2:9][CH2:10][C@H:11]([C@@H:13]1[C@:29]2([CH3:30])[C@:16]([CH3:35])([C:17]3[C:26](=[CH:27][CH2:28]2)[C@:25]2([CH3:31])[CH:20]([C:21]([CH3:34])([CH3:33])[C:22](=[O:32])[CH2:23][CH2:24]2)[CH2:19][CH:18]=3)[CH2:15][CH2:14]1)[CH3:12])/[C:3]([O:5][CH2:6][CH3:7])=[O:4].C1(C)C=CC(S(O)(=O)=O)=CC=1.[CH2:47](O)[CH2:48][OH:49]. Product: [CH2:6]([O:5][C:3](=[O:4])/[C:2](/[CH3:1])=[CH:8]/[CH2:9][CH2:10][C@H:11]([C@@H:13]1[C@:29]2([CH3:30])[C@:16]([CH3:35])([C:17]3[C:26](=[CH:27][CH2:28]2)[C@:25]2([CH3:31])[CH:20]([C:21]([CH3:33])([CH3:34])[C:22]4([CH2:23][CH2:24]2)[O:49][CH2:48][CH2:47][O:32]4)[CH2:19][CH:18]=3)[CH2:15][CH2:14]1)[CH3:12])[CH3:7]. The catalyst class is: 48. (2) Product: [C:21]([C:23]1[CH:24]=[CH:25][C:26]([C:27]([NH:29][NH:30][C:11](=[O:13])[C@H:10]([NH:9][C:6]2[CH:7]=[CH:8][C:3]([C:1]#[N:2])=[C:4]([C:17]([F:20])([F:19])[F:18])[CH:5]=2)[C@H:14]([OH:16])[CH3:15])=[O:28])=[CH:31][CH:32]=1)#[N:22]. The catalyst class is: 1. Reactant: [C:1]([C:3]1[CH:8]=[CH:7][C:6]([NH:9][C@H:10]([C@H:14]([OH:16])[CH3:15])[C:11]([OH:13])=O)=[CH:5][C:4]=1[C:17]([F:20])([F:19])[F:18])#[N:2].[C:21]([C:23]1[CH:32]=[CH:31][C:26]([C:27]([NH:29][NH2:30])=[O:28])=[CH:25][CH:24]=1)#[N:22].O.ON1C2C=CC=CC=2N=N1.Cl.CN(C)CCCN=C=NCC.C(N(CC)CC)C. (3) Reactant: [Cl:1][C:2]1[C:3]([N+:15]([O-])=O)=[C:4]([NH:8][CH:9]([CH2:13][CH3:14])[C:10](O)=[O:11])[CH:5]=[CH:6][CH:7]=1.Cl.[OH-].[K+]. Product: [Cl:1][C:2]1[CH:7]=[CH:6][CH:5]=[C:4]2[C:3]=1[NH:15][C:10](=[O:11])[CH:9]([CH2:13][CH3:14])[NH:8]2. The catalyst class is: 14. (4) Reactant: [Br:1][C:2]1[CH:7]=[C:6]([F:8])[CH:5]=[CH:4][C:3]=1[OH:9].[H-].[Na+].[Br:12][C:13]1[CH:14]=[C:15]([N+]([O-])=O)[C:16]([C:19]#[N:20])=[N:17][CH:18]=1.[NH4+].[Cl-]. Product: [Br:12][C:13]1[CH:14]=[C:15]([O:9][C:3]2[CH:4]=[CH:5][C:6]([F:8])=[CH:7][C:2]=2[Br:1])[C:16]([C:19]#[N:20])=[N:17][CH:18]=1. The catalyst class is: 136. (5) Reactant: Cl[CH2:2][C:3](=O)[C:4](=[N:8][O:9][CH2:10][C:11]([O:13][CH3:14])=[O:12])[C:5]([OH:7])=[O:6].C(=O)([O-])O.[Na+].[NH2:21][C:22]([NH2:24])=[S:23].N.Cl. Product: [OH2:6].[NH2:24][C:22]1[S:23][CH:2]=[C:3]([C:4](=[N:8][O:9][CH2:10][C:11]([O:13][CH3:14])=[O:12])[C:5]([OH:7])=[O:6])[N:21]=1. The catalyst class is: 6.